Dataset: Full USPTO retrosynthesis dataset with 1.9M reactions from patents (1976-2016). Task: Predict the reactants needed to synthesize the given product. (1) Given the product [C:25]1([NH:31][C:32]([N:21]2[CH2:20][CH2:19][C:18]3[C:23](=[CH:24][C:15]([O:14][CH2:13][CH:10]4[CH2:9][CH2:8][N:7]([C:4]5[CH:5]=[CH:6][N:1]=[CH:2][CH:3]=5)[CH2:12][CH2:11]4)=[CH:16][CH:17]=3)[CH2:22]2)=[S:33])[CH:30]=[CH:29][CH:28]=[CH:27][CH:26]=1, predict the reactants needed to synthesize it. The reactants are: [N:1]1[CH:6]=[CH:5][C:4]([N:7]2[CH2:12][CH2:11][CH:10]([CH2:13][O:14][C:15]3[CH:24]=[C:23]4[C:18]([CH2:19][CH2:20][NH:21][CH2:22]4)=[CH:17][CH:16]=3)[CH2:9][CH2:8]2)=[CH:3][CH:2]=1.[C:25]1([N:31]=[C:32]=[S:33])[CH:30]=[CH:29][CH:28]=[CH:27][CH:26]=1. (2) Given the product [CH3:16][O:17][C:18]1[CH:19]=[CH:20][C:21]([S:24]([O:1][N:2]=[C:3]([C:14]#[N:15])[C:4]2[CH:9]=[CH:8][C:7]([O:10][CH3:11])=[C:6]([O:12][CH3:13])[CH:5]=2)(=[O:26])=[O:25])=[CH:22][CH:23]=1, predict the reactants needed to synthesize it. The reactants are: [OH:1][N:2]=[C:3]([C:14]#[N:15])[C:4]1[CH:9]=[CH:8][C:7]([O:10][CH3:11])=[C:6]([O:12][CH3:13])[CH:5]=1.[CH3:16][O:17][C:18]1[CH:23]=[CH:22][C:21]([S:24](Cl)(=[O:26])=[O:25])=[CH:20][CH:19]=1.C(N(CC)CC)C.